Dataset: Full USPTO retrosynthesis dataset with 1.9M reactions from patents (1976-2016). Task: Predict the reactants needed to synthesize the given product. Given the product [CH3:20][O:21][C:22]1[C:28]2[CH:29]=[CH:30][CH:31]=[CH:32][C:27]=2[N:26]([C:37]([Cl:39])=[O:38])[C:25]2[CH:33]=[CH:34][CH:35]=[CH:36][C:24]=2[CH:23]=1, predict the reactants needed to synthesize it. The reactants are: C1C=CC2N(C(N)=O)C3C=CC=CC=3C(=O)CC=2C=1.[CH3:20][O:21][C:22]1[C:28]2[CH:29]=[CH:30][CH:31]=[CH:32][C:27]=2[NH:26][C:25]2[CH:33]=[CH:34][CH:35]=[CH:36][C:24]=2[CH:23]=1.[C:37](Cl)([Cl:39])=[O:38].